Dataset: Full USPTO retrosynthesis dataset with 1.9M reactions from patents (1976-2016). Task: Predict the reactants needed to synthesize the given product. Given the product [CH2:1]([NH:8][C:9](=[O:18])[NH:10][CH2:11][C:12]1([C:15]([NH:40][C@@H:41]([CH2:64][C:65]2[CH:70]=[CH:69][C:68]([O:71][C:72]([CH3:74])([CH3:73])[CH3:75])=[CH:67][CH:66]=2)[C:42]([N:44]([CH2:56][CH:57]([O:61][CH2:62][CH3:63])[O:58][CH2:59][CH3:60])[CH2:45][C:46]2[C:55]3[C:50](=[CH:51][CH:52]=[CH:53][CH:54]=3)[CH:49]=[CH:48][CH:47]=2)=[O:43])=[O:17])[CH2:13][CH2:14]1)[C:2]1[CH:3]=[CH:4][CH:5]=[CH:6][CH:7]=1, predict the reactants needed to synthesize it. The reactants are: [CH2:1]([NH:8][C:9](=[O:18])[NH:10][CH2:11][C:12]1([C:15]([OH:17])=O)[CH2:14][CH2:13]1)[C:2]1[CH:7]=[CH:6][CH:5]=[CH:4][CH:3]=1.OC1C2N=NNC=2C=CC=1.C(N=C=NCCCN(C)C)C.[NH2:40][C@@H:41]([CH2:64][C:65]1[CH:70]=[CH:69][C:68]([O:71][C:72]([CH3:75])([CH3:74])[CH3:73])=[CH:67][CH:66]=1)[C:42]([N:44]([CH2:56][CH:57]([O:61][CH2:62][CH3:63])[O:58][CH2:59][CH3:60])[CH2:45][C:46]1[C:55]2[C:50](=[CH:51][CH:52]=[CH:53][CH:54]=2)[CH:49]=[CH:48][CH:47]=1)=[O:43].